This data is from Forward reaction prediction with 1.9M reactions from USPTO patents (1976-2016). The task is: Predict the product of the given reaction. Given the reactants [CH2:1]([N:8]1[CH:12]=[C:11](/[CH:13]=[CH:14]/[C:15]([O:17]CC)=[O:16])[C:10]([O:20][CH2:21][C:22]2[CH:27]=[CH:26][C:25]([O:28][CH2:29][C:30]3[N:31]=[C:32]([C:36]4[O:37][CH:38]=[CH:39][CH:40]=4)[O:33][C:34]=3[CH3:35])=[C:24]([O:41][CH3:42])[CH:23]=2)=[N:9]1)[C:2]1[CH:7]=[CH:6][CH:5]=[CH:4][CH:3]=1.O1CCCC1.[OH-].[Na+].Cl, predict the reaction product. The product is: [CH2:1]([N:8]1[CH:12]=[C:11](/[CH:13]=[CH:14]/[C:15]([OH:17])=[O:16])[C:10]([O:20][CH2:21][C:22]2[CH:27]=[CH:26][C:25]([O:28][CH2:29][C:30]3[N:31]=[C:32]([C:36]4[O:37][CH:38]=[CH:39][CH:40]=4)[O:33][C:34]=3[CH3:35])=[C:24]([O:41][CH3:42])[CH:23]=2)=[N:9]1)[C:2]1[CH:3]=[CH:4][CH:5]=[CH:6][CH:7]=1.